From a dataset of Reaction yield outcomes from USPTO patents with 853,638 reactions. Predict the reaction yield, written as a fraction of the theoretical maximum amount of product (1.0 means a 100% yield; for example, 0.34 means a 34% yield). (1) The reactants are Cl[C:2]1[C:11]2[C:6](=[CH:7][CH:8]=[C:9]([Cl:12])[CH:10]=2)[N:5]=[CH:4][C:3]=1[N+:13]([O-:15])=[O:14].[CH3:16][NH2:17]. The catalyst is C1COCC1. The product is [Cl:12][C:9]1[CH:10]=[C:11]2[C:6](=[CH:7][CH:8]=1)[N:5]=[CH:4][C:3]([N+:13]([O-:15])=[O:14])=[C:2]2[NH:17][CH3:16]. The yield is 0.910. (2) The reactants are [OH:1][CH:2]1[CH2:6][CH2:5][N:4]([C:7]([C:9]2[CH:14]=[CH:13][CH:12]=[C:11]([N+:15]([O-])=O)[CH:10]=2)=[O:8])[CH2:3]1. The catalyst is C(O)C.[Pd]. The product is [NH2:15][C:11]1[CH:10]=[C:9]([C:7]([N:4]2[CH2:5][CH2:6][CH:2]([OH:1])[CH2:3]2)=[O:8])[CH:14]=[CH:13][CH:12]=1. The yield is 1.00. (3) The reactants are [CH3:1][CH2:2][CH2:3][CH:4]([NH2:8])[CH2:5][CH2:6][CH3:7].C([O:11][C:12](=O)[C:13]([C:15]1[CH:23]=[CH:22][C:18]2[O:19][CH2:20][O:21][C:17]=2[CH:16]=1)=[O:14])C. The catalyst is C(O)C. The product is [O:19]1[C:18]2[CH:22]=[CH:23][C:15]([C:13](=[O:14])[C:12]([NH:8][CH:4]([CH2:5][CH2:6][CH3:7])[CH2:3][CH2:2][CH3:1])=[O:11])=[CH:16][C:17]=2[O:21][CH2:20]1. The yield is 0.290. (4) The reactants are [C:1]([O:5][C:6]([N:8]1[CH2:13][CH2:12][CH:11]([O:14][CH2:15][C:16](OC(C)(C)C)=[O:17])[CH2:10][CH2:9]1)=[O:7])([CH3:4])([CH3:3])[CH3:2].[H-].[Al+3].[Li+].[H-].[H-].[H-].O.[OH-].[Na+]. The catalyst is O1CCCC1. The product is [OH:17][CH2:16][CH2:15][O:14][CH:11]1[CH2:12][CH2:13][N:8]([C:6]([O:5][C:1]([CH3:4])([CH3:3])[CH3:2])=[O:7])[CH2:9][CH2:10]1. The yield is 0.900. (5) The reactants are [Br:1][C:2]1[CH:3]=[C:4]2[C:9](=[CH:10][CH:11]=1)[N:8]=[CH:7][C:6]([C:12](=[O:14])[CH3:13])=[C:5]2[NH:15][C:16]1[CH:21]=[CH:20][C:19]([CH2:22][N:23]2[CH2:27][CH2:26][CH2:25][CH2:24]2)=[CH:18][CH:17]=1.[Cl:28][C:29]1[CH:34]=[C:33](B2OC(C)(C)C(C)(C)O2)[CH:32]=[C:31]([Cl:44])[C:30]=1[OH:45]. The catalyst is ClCCl.CO. The product is [BrH:1].[Cl:44][C:31]1[CH:32]=[C:33]([C:2]2[CH:3]=[C:4]3[C:9](=[CH:10][CH:11]=2)[N:8]=[CH:7][C:6]([C:12](=[O:14])[CH3:13])=[C:5]3[NH:15][C:16]2[CH:21]=[CH:20][C:19]([CH2:22][N:23]3[CH2:27][CH2:26][CH2:25][CH2:24]3)=[CH:18][CH:17]=2)[CH:34]=[C:29]([Cl:28])[C:30]=1[OH:45]. The yield is 0.520. (6) The reactants are [Cl:1][C:2]1[C:10]2[O:9][CH2:8][O:7][C:6]=2[CH:5]=[C:4]([CH2:11]Cl)[CH:3]=1.[C-:13]#[N:14].[Na+].O. The catalyst is CS(C)=O. The product is [Cl:1][C:2]1[C:10]2[O:9][CH2:8][O:7][C:6]=2[CH:5]=[C:4]([CH2:11][C:13]#[N:14])[CH:3]=1. The yield is 0.580. (7) The reactants are [CH3:1][C:2]1O[CH:7]=[CH:6][C:4](=[O:5])[C:3]=1[OH:9].[OH-].[NH4+:11]. The yield is 0.240. The product is [OH:9][C:3]1[C:4](=[O:5])[CH:6]=[CH:7][NH:11][C:2]=1[CH3:1]. The catalyst is C(O)C.